From a dataset of Forward reaction prediction with 1.9M reactions from USPTO patents (1976-2016). Predict the product of the given reaction. The product is: [CH3:16][C:13]1[CH:14]=[CH:15][C:10]([C:23]2[CH:24]=[C:19]([CH2:18][OH:17])[CH:20]=[CH:21][CH:22]=2)=[N:11][CH:12]=1. Given the reactants P([O-])([O-])([O-])=O.[K+].[K+].[K+].Br[C:10]1[CH:15]=[CH:14][C:13]([CH3:16])=[CH:12][N:11]=1.[OH:17][CH2:18][C:19]1[CH:20]=[C:21](B(O)O)[CH:22]=[CH:23][CH:24]=1, predict the reaction product.